This data is from Reaction yield outcomes from USPTO patents with 853,638 reactions. The task is: Predict the reaction yield, written as a fraction of the theoretical maximum amount of product (1.0 means a 100% yield; for example, 0.34 means a 34% yield). (1) The reactants are B(Br)(Br)Br.ClCCl.[F:8][C:9]([F:38])([F:37])[C:10]1[CH:11]=[C:12]([NH:20][C:21](=[O:36])[C:22]2[CH:27]=[CH:26][C:25]([C:28]3[CH:33]=[CH:32][CH:31]=[CH:30][CH:29]=3)=[CH:24][C:23]=2[O:34]C)[CH:13]=[C:14]([C:16]([F:19])([F:18])[F:17])[CH:15]=1. The catalyst is ClCCl.C(OCC)(=O)C. The product is [F:8][C:9]([F:37])([F:38])[C:10]1[CH:11]=[C:12]([NH:20][C:21](=[O:36])[C:22]2[CH:27]=[CH:26][C:25]([C:28]3[CH:33]=[CH:32][CH:31]=[CH:30][CH:29]=3)=[CH:24][C:23]=2[OH:34])[CH:13]=[C:14]([C:16]([F:17])([F:18])[F:19])[CH:15]=1. The yield is 0.716. (2) The reactants are [OH:1][CH:2]1[CH:9]2[CH2:10][C:5]3([C:11]4[N:19](C5CCCCO5)[C:18]5[C:17](=[O:26])[N:16]([CH2:27][CH2:28][CH3:29])[C:15](=[O:30])[N:14]([CH2:31][CH2:32][CH3:33])[C:13]=5[N:12]=4)[CH2:6][CH:7]([O:8]2)[CH:3]1[O:4]3. The catalyst is Cl.C1COCC1.CO. The product is [OH:1][CH:2]1[CH:9]2[CH2:10][C:5]3([C:11]4[NH:19][C:18]5[C:17](=[O:26])[N:16]([CH2:27][CH2:28][CH3:29])[C:15](=[O:30])[N:14]([CH2:31][CH2:32][CH3:33])[C:13]=5[N:12]=4)[CH2:6][CH:7]([O:8]2)[CH:3]1[O:4]3. The yield is 0.380. (3) The yield is 0.537. The catalyst is CC(N(C)C)=O.O. The product is [C:27]([C:24]1[CH:25]=[CH:26][C:17]([N:6]2[CH2:7][C@@H:2]([CH3:1])[CH2:3][C@@H:4]([NH:8][C:9](=[O:15])[O:10][C:11]([CH3:14])([CH3:13])[CH3:12])[CH2:5]2)=[C:18]2[C:23]=1[N:22]=[CH:21][CH:20]=[CH:19]2)#[N:28]. The reactants are [CH3:1][C@@H:2]1[CH2:7][NH:6][CH2:5][C@H:4]([NH:8][C:9](=[O:15])[O:10][C:11]([CH3:14])([CH3:13])[CH3:12])[CH2:3]1.Br[C:17]1[CH:26]=[CH:25][C:24]([C:27]#[N:28])=[C:23]2[C:18]=1[CH:19]=[CH:20][CH:21]=[N:22]2.CCN(C(C)C)C(C)C.